From a dataset of Reaction yield outcomes from USPTO patents with 853,638 reactions. Predict the reaction yield, written as a fraction of the theoretical maximum amount of product (1.0 means a 100% yield; for example, 0.34 means a 34% yield). (1) The reactants are [CH:1]1([C:7]2[C:15]3[C:10](=[CH:11][C:12]([C:16]([O:18][CH3:19])=[O:17])=[CH:13][CH:14]=3)[NH:9][CH:8]=2)[CH2:6][CH2:5][CH2:4][CH2:3][CH2:2]1.C1C=C[NH+]=CC=1.[Br:26][Br-]Br. The catalyst is C1COCC1.C(Cl)(Cl)Cl. The product is [CH3:19][O:18][C:16]([C:12]1[CH:11]=[C:10]2[C:15]([C:7]([CH:1]3[CH2:2][CH2:3][CH2:4][CH2:5][CH2:6]3)=[C:8]([Br:26])[NH:9]2)=[CH:14][CH:13]=1)=[O:17]. The yield is 0.850. (2) The yield is 0.970. The catalyst is O1CCCC1. The product is [O:18]1[CH:19]=[CH:20][C:16]([C:14]([NH:13][C:7]2([C:5]([OH:6])=[O:4])[CH2:12][CH2:11][CH2:10][CH2:9][CH2:8]2)=[O:15])=[CH:17]1. The reactants are [OH-].[Na+].C[O:4][C:5]([C:7]1([NH:13][C:14]([C:16]2[CH:20]=[CH:19][O:18][CH:17]=2)=[O:15])[CH2:12][CH2:11][CH2:10][CH2:9][CH2:8]1)=[O:6].CCOCC.